This data is from Catalyst prediction with 721,799 reactions and 888 catalyst types from USPTO. The task is: Predict which catalyst facilitates the given reaction. (1) Reactant: Br[C:2]1[CH:3]=[C:4]2[C:9](=[CH:10][C:11]=1[O:12][CH3:13])[C:8]([CH3:15])([CH3:14])[C:7](=[O:16])[CH2:6][CH2:5]2.[CH3:17][CH:18](C1C=C(C(C)C)C(C2C=CC=CC=2P(C2CCCCC2)C2CCCCC2)=C(C(C)C)C=1)C.C[Si](C#C)(C)C. Product: [C:17]([C:2]1[CH:3]=[C:4]2[C:9](=[CH:10][C:11]=1[O:12][CH3:13])[C:8]([CH3:15])([CH3:14])[C:7](=[O:16])[CH2:6][CH2:5]2)#[CH:18]. The catalyst class is: 115. (2) Reactant: C([N:8]1[CH2:14][C:13]2[N:15]=[CH:16][C:17]([N:19]([CH3:24])[CH:20]([CH3:23])[CH2:21][CH3:22])=[N:18][C:12]=2[O:11][C@@H:10]([CH2:25][O:26][CH3:27])[CH2:9]1)C1C=CC=CC=1.C(OCC)(=O)C.[ClH:34]. Product: [ClH:34].[CH3:27][O:26][CH2:25][C@H:10]1[CH2:9][NH:8][CH2:14][C:13]2[N:15]=[CH:16][C:17]([N:19]([CH3:24])[CH:20]([CH3:23])[CH2:21][CH3:22])=[N:18][C:12]=2[O:11]1. The catalyst class is: 105.